From a dataset of Forward reaction prediction with 1.9M reactions from USPTO patents (1976-2016). Predict the product of the given reaction. (1) Given the reactants [F:1][C:2]1[CH:3]=[CH:4][C:5]2[NH:10]C(=O)[O:8][C:7](=O)[C:6]=2[CH:13]=1.[CH3:14][NH2:15], predict the reaction product. The product is: [NH2:10][C:5]1[CH:4]=[CH:3][C:2]([F:1])=[CH:13][C:6]=1[C:7]([NH:15][CH3:14])=[O:8]. (2) Given the reactants C[O:2][C:3]([C:5]1[CH:13]=[C:12]2[C:8]([C:9]([CH:35]3[CH2:40][CH2:39][CH2:38][CH2:37][CH2:36]3)=[C:10]([C:18]3[CH:19]=[C:20]4[C:25](=[CH:26][CH:27]=3)[N:24]=[C:23]([C:28]3[S:32][C:31]([CH3:33])=[N:30][C:29]=3[CH3:34])[CH:22]=[CH:21]4)[N:11]2[CH2:14][C:15](O)=[O:16])=[CH:7][CH:6]=1)=[O:4].COC(C1C=C2C(C(C3CCCCC3)=C(Br)N2CC(N2CCOCC2)=O)=CC=1)=O.N1CCOCC1.[NH:76]1[CH2:81][CH2:80][CH:79]([C:82]([OH:84])=[O:83])[CH2:78][CH2:77]1, predict the reaction product. The product is: [C:82]([CH:79]1[CH2:80][CH2:81][N:76]([C:15](=[O:16])[CH2:14][N:11]2[C:12]3[C:8](=[CH:7][CH:6]=[C:5]([C:3]([OH:4])=[O:2])[CH:13]=3)[C:9]([CH:35]3[CH2:40][CH2:39][CH2:38][CH2:37][CH2:36]3)=[C:10]2[C:18]2[CH:19]=[C:20]3[C:25](=[CH:26][CH:27]=2)[N:24]=[C:23]([C:28]2[S:32][C:31]([CH3:33])=[N:30][C:29]=2[CH3:34])[CH:22]=[CH:21]3)[CH2:77][CH2:78]1)([OH:84])=[O:83]. (3) Given the reactants [CH2:1]([O:3][C:4]1[CH:5]=[CH:6][C:7]([C:10]([O:12]C)=[O:11])=[N:8][CH:9]=1)[CH3:2].[OH-].[Li+], predict the reaction product. The product is: [CH2:1]([O:3][C:4]1[CH:5]=[CH:6][C:7]([C:10]([OH:12])=[O:11])=[N:8][CH:9]=1)[CH3:2]. (4) Given the reactants [NH2:1][C@@H:2]1[CH2:7][CH2:6][CH2:5][N:4](C(OC(C)(C)C)=O)[CH2:3]1.[NH:15]1[C:23]2[C:18](=[CH:19][CH:20]=[CH:21][CH:22]=2)[CH:17]=[C:16]1[C:24](O)=[O:25].N, predict the reaction product. The product is: [NH:4]1[CH2:5][CH2:6][CH2:7][C@@H:2]([NH:1][C:24]([C:16]2[NH:15][C:23]3[C:18]([CH:17]=2)=[CH:19][CH:20]=[CH:21][CH:22]=3)=[O:25])[CH2:3]1. (5) Given the reactants [Br:1][C:2]1[CH:3]=[CH:4][C:5]([CH:8]=[O:9])=[N:6][CH:7]=1.[CH2:10](O)[CH2:11][OH:12], predict the reaction product. The product is: [Br:1][C:2]1[CH:3]=[CH:4][C:5]([CH:8]2[O:12][CH2:11][CH2:10][O:9]2)=[N:6][CH:7]=1. (6) Given the reactants [F:1][C:2]1[CH:10]=[CH:9][C:5]([C:6]([OH:8])=O)=[CH:4][C:3]=1[S:11][CH:12]1[CH2:16][CH2:15][CH:14]([C:17]([O:19][CH3:20])=[O:18])[CH2:13]1.C(N(C(C)C)CC)(C)C.[F:30][C:31]1[CH:32]=[C:33]([CH:35]=[C:36]([F:39])[C:37]=1[F:38])[NH2:34].CN(C(ON1N=NC2C=CC=NC1=2)=[N+](C)C)C.F[P-](F)(F)(F)(F)F, predict the reaction product. The product is: [F:1][C:2]1[CH:10]=[CH:9][C:5]([C:6](=[O:8])[NH:34][C:33]2[CH:32]=[C:31]([F:30])[C:37]([F:38])=[C:36]([F:39])[CH:35]=2)=[CH:4][C:3]=1[S:11][CH:12]1[CH2:16][CH2:15][CH:14]([C:17]([O:19][CH3:20])=[O:18])[CH2:13]1. (7) Given the reactants [CH2:1]([O:8][C:9]([N:11]1[CH2:15][CH2:14][C@H:13]([O:16][CH2:17][CH2:18][O:19][CH2:20][C:21](OC)=[O:22])[CH2:12]1)=[O:10])[C:2]1[CH:7]=[CH:6][CH:5]=[CH:4][CH:3]=1.[H-].[Al+3].[Li+].[H-].[H-].[H-], predict the reaction product. The product is: [CH2:1]([O:8][C:9]([N:11]1[CH2:15][CH2:14][C@H:13]([O:16][CH2:17][CH2:18][O:19][CH2:20][CH2:21][OH:22])[CH2:12]1)=[O:10])[C:2]1[CH:7]=[CH:6][CH:5]=[CH:4][CH:3]=1. (8) Given the reactants [F:1][C:2]([F:7])([F:6])[C:3]([OH:5])=[O:4].[F:8][C:9]([F:14])([F:13])[C:10]([OH:12])=[O:11].[F:15][C:16]([F:21])([F:20])[C:17]([OH:19])=[O:18].FC(F)(F)C(O)=O.[Cl:29][C:30]1[CH:31]=[N:32][C:33]2[NH:34][C:35]3[CH:36]=[N:37][CH:38]=C(C=3)[CH2:40][CH2:41][C:42]3[CH:50]=[C:46]([NH:47][C:48]=1[N:49]=2)[CH:45]=[CH:44][C:43]=3[NH:51][CH2:52][CH2:53][CH:54]1[CH2:59][CH2:58][NH:57][CH2:56][CH2:55]1.[C:61]([C:63]1[CH:68]=[CH:67][CH:66]=[CH:65][C:64]=1[S:69](Cl)(=[O:71])=[O:70])#[N:62], predict the reaction product. The product is: [F:1][C:2]([F:7])([F:6])[C:3]([OH:5])=[O:4].[F:8][C:9]([F:14])([F:13])[C:10]([OH:12])=[O:11].[F:15][C:16]([F:21])([F:20])[C:17]([OH:19])=[O:18].[Cl:29][C:30]1[CH:31]=[N:32][C:33]2[NH:34][C:35]3[CH:36]=[N:37][CH:38]=[C:3]([CH:2]=3)[CH2:40][CH2:41][C:42]3[CH:50]=[C:46]([NH:47][C:48]=1[N:49]=2)[CH:45]=[CH:44][C:43]=3[NH:51][CH2:52][CH2:53][CH:54]1[CH2:55][CH2:56][N:57]([S:69]([C:64]2[CH:65]=[CH:66][CH:67]=[CH:68][C:63]=2[C:61]#[N:62])(=[O:71])=[O:70])[CH2:58][CH2:59]1.